This data is from Full USPTO retrosynthesis dataset with 1.9M reactions from patents (1976-2016). The task is: Predict the reactants needed to synthesize the given product. (1) Given the product [CH3:28][CH:27]([CH3:29])[CH2:26][C@H:25]([NH:24][C:33]([O:35][CH2:36][C:37]1[CH:42]=[CH:41][CH:40]=[CH:39][CH:38]=1)=[O:34])[C:30]([NH:23][NH:22][C:20]([C:18]1[S:19][C:15]([C:10]2[CH:11]=[CH:12][CH:13]=[CH:14][C:9]=2[O:8][CH2:7][C:1]2[CH:6]=[CH:5][CH:4]=[CH:3][CH:2]=2)=[CH:16][CH:17]=1)=[O:21])=[O:31], predict the reactants needed to synthesize it. The reactants are: [C:1]1([CH2:7][O:8][C:9]2[CH:14]=[CH:13][CH:12]=[CH:11][C:10]=2[C:15]2[S:19][C:18]([C:20]([NH:22][NH2:23])=[O:21])=[CH:17][CH:16]=2)[CH:6]=[CH:5][CH:4]=[CH:3][CH:2]=1.[NH:24]([C:33]([O:35][CH2:36][C:37]1[CH:42]=[CH:41][CH:40]=[CH:39][CH:38]=1)=[O:34])[C@H:25]([C:30](O)=[O:31])[CH2:26][CH:27]([CH3:29])[CH3:28].C(Cl)CCl.C1C=CC2N(O)N=NC=2C=1. (2) Given the product [Br:1][C:2]1[CH:10]=[CH:9][CH:8]=[C:7]2[C:3]=1[C@@:4]1([C:16]3=[CH:17][C:18]4[O:22][CH2:21][O:20][C:19]=4[CH:23]=[C:15]3[O:14][CH2:13]1)[C:5](=[O:12])[N:6]2[CH3:11], predict the reactants needed to synthesize it. The reactants are: [Br:1][C:2]1[CH:10]=[CH:9][CH:8]=[C:7]2[C:3]=1[C:4]1([C:16]3=[CH:17][C:18]4[O:22][CH2:21][O:20][C:19]=4[CH:23]=[C:15]3[O:14][CH2:13]1)[C:5](=[O:12])[N:6]2[CH3:11]. (3) Given the product [F:1][C:2]1[CH:3]=[C:4]2[C:9](=[CH:10][CH:11]=1)[C:8]([OH:12])=[N:7][CH:6]=[C:5]2[O:15][CH3:13], predict the reactants needed to synthesize it. The reactants are: [F:1][C:2]1[CH:3]=[C:4]2[C:9](=[CH:10][CH:11]=1)[C:8]([OH:12])=[N:7][CH:6]=[CH:5]2.[C:13](O)(=[O:15])C.C(O)(=O)C.IC1C=CC=CC=1.CS(O)(=O)=O. (4) Given the product [C:1]([O:5][C:6]([NH:8][CH:9]1[CH2:14][CH2:13][CH2:12][N:11]([C:15]2[N:19]([CH2:20][CH:21]=[C:22]([CH3:23])[CH3:24])[C:18]([C:25]([O:27][CH2:28][CH3:29])=[O:26])=[C:17]([NH:30][C:32]([O:34][CH2:35][CH3:36])=[O:33])[N:16]=2)[CH2:10]1)=[O:7])([CH3:2])([CH3:3])[CH3:4], predict the reactants needed to synthesize it. The reactants are: [C:1]([O:5][C:6]([NH:8][CH:9]1[CH2:14][CH2:13][CH2:12][N:11]([C:15]2[N:19]([CH2:20][CH:21]=[C:22]([CH3:24])[CH3:23])[C:18]([C:25]([O:27][CH2:28][CH3:29])=[O:26])=[C:17]([NH2:30])[N:16]=2)[CH2:10]1)=[O:7])([CH3:4])([CH3:3])[CH3:2].Cl[C:32]([O:34][CH2:35][CH3:36])=[O:33].[OH-].[Na+]. (5) Given the product [Cl:26][C:21]1[CH:20]=[C:19]([CH2:18][CH:17]([CH3:27])[C:16]([OH:28])=[O:15])[CH:24]=[CH:23][C:22]=1[O:25][CH2:2][C:3]1[C:4]([S:9][CH2:10][CH2:11][CH3:12])=[N:5][CH:6]=[CH:7][CH:8]=1, predict the reactants needed to synthesize it. The reactants are: Cl[CH2:2][C:3]1[C:4]([S:9][CH2:10][CH2:11][CH3:12])=[N:5][CH:6]=[CH:7][CH:8]=1.C([O:15][C:16](=[O:28])[CH:17]([CH3:27])[CH2:18][C:19]1[CH:24]=[CH:23][C:22]([OH:25])=[C:21]([Cl:26])[CH:20]=1)C. (6) Given the product [C:31]([C:2]1[CH:3]=[N:4][C:5]2[C:6]3[CH:7]=[CH:8][CH:9]=[C:10]([CH:30]=3)[C@@H:11]([NH:22][C:23](=[O:29])[O:24][C:25]([CH3:28])([CH3:26])[CH3:27])[CH2:12][CH2:13][CH2:14][C@@H:15]([CH3:21])[C:16](=[O:20])[NH:17][C:18]=2[CH:19]=1)#[N:32], predict the reactants needed to synthesize it. The reactants are: Br[C:2]1[CH:3]=[N:4][C:5]2[C:6]3[CH:7]=[CH:8][CH:9]=[C:10]([CH:30]=3)[C@@H:11]([NH:22][C:23](=[O:29])[O:24][C:25]([CH3:28])([CH3:27])[CH3:26])[CH2:12][CH2:13][CH2:14][C@@H:15]([CH3:21])[C:16](=[O:20])[NH:17][C:18]=2[CH:19]=1.[CH3:31][N:32](C=O)C. (7) Given the product [CH3:28][N:2]([CH3:1])[C:3]1([C:22]2[CH:23]=[CH:24][CH:25]=[CH:26][CH:27]=2)[CH2:4][CH2:5][C:6]([C:10]2[NH:29][C:30]3=[N:31][CH:32]=[CH:33][CH:34]=[C:35]3[C:11]=2[CH2:12][CH2:13][CH2:14][O:15][CH:16]2[CH2:21][CH2:20][CH2:19][CH2:18][O:17]2)([OH:9])[CH2:7][CH2:8]1, predict the reactants needed to synthesize it. The reactants are: [CH3:1][N:2]([CH3:28])[C:3]1([C:22]2[CH:27]=[CH:26][CH:25]=[CH:24][CH:23]=2)[CH2:8][CH2:7][C:6]([C:10]#[C:11][CH2:12][CH2:13][CH2:14][O:15][CH:16]2[CH2:21][CH2:20][CH2:19][CH2:18][O:17]2)([OH:9])[CH2:5][CH2:4]1.[NH2:29][C:30]1[C:35](I)=[CH:34][CH:33]=[CH:32][N:31]=1.[Cl-].[Li+].C(=O)([O-])[O-].[Na+].[Na+].[Cl-].[Na+]. (8) The reactants are: CCN(C(C)C)C(C)C.[Cl:10][C:11]1[CH:30]=[CH:29][C:14]2[O:15][C:16]3[CH:28]=[CH:27][CH:26]=[CH:25][C:17]=3[C@@H:18]3[C@H:23]([NH2:24])[CH2:22][CH2:21][CH2:20][N:19]3[C:13]=2[CH:12]=1.CN(C(ON1N=NC2C=CC=NC1=2)=[N+](C)C)C.F[P-](F)(F)(F)(F)F.[NH:55]([C:60]([O:62][C:63]([CH3:66])([CH3:65])[CH3:64])=[O:61])[CH2:56][C:57](O)=[O:58]. Given the product [CH3:66][C:63]([O:62][C:60](=[O:61])[NH:55][CH2:56][C:57]([NH:24][C@H:23]1[C@@H:18]2[N:19]([C:13]3[CH:12]=[C:11]([Cl:10])[CH:30]=[CH:29][C:14]=3[O:15][C:16]3[CH:28]=[CH:27][CH:26]=[CH:25][C:17]=32)[CH2:20][CH2:21][CH2:22]1)=[O:58])([CH3:64])[CH3:65], predict the reactants needed to synthesize it.